From a dataset of Forward reaction prediction with 1.9M reactions from USPTO patents (1976-2016). Predict the product of the given reaction. (1) Given the reactants [CH2:1]([N:7]([CH3:13])[C:8](=[O:12])[O:9][CH2:10]Cl)[CH2:2][CH2:3][CH2:4][CH2:5][CH3:6].[OH:14][C@@H:15]([C@H:17]1[C:37](=[O:38])[N:19]2[C:20]([C:34]([O-:36])=[O:35])=[C:21]([S:24]/[CH:25]=[CH:26]\[C:27]3[S:31][CH:30]=[N:29][C:28]=3[CH2:32][OH:33])[C@H:22]([CH3:23])[C@H:18]12)[CH3:16].[Na+], predict the reaction product. The product is: [OH:14][C@@H:15]([C@H:17]1[C:37](=[O:38])[N:19]2[C:20]([C:34]([O:36][CH2:10][O:9][C:8]([N:7]([CH2:1][CH2:2][CH2:3][CH2:4][CH2:5][CH3:6])[CH3:13])=[O:12])=[O:35])=[C:21]([S:24]/[CH:25]=[CH:26]\[C:27]3[S:31][CH:30]=[N:29][C:28]=3[CH2:32][OH:33])[C@H:22]([CH3:23])[C@H:18]12)[CH3:16]. (2) Given the reactants [Br:1][C:2]1[CH:7]=[CH:6][C:5]([C@@H:8]([NH:10][C:11]([C:13]2[CH:14]=[C:15]3[C:19](=[CH:20][CH:21]=2)[N:18]([CH2:22][C:23]2[CH:28]=[CH:27][C:26]([C:29]4([C:32]([O:34]C)=[O:33])[CH2:31][CH2:30]4)=[CH:25][CH:24]=2)[N:17]=[C:16]3[CH3:36])=[O:12])[CH3:9])=[CH:4][CH:3]=1.CO.O.[OH-].[Li+], predict the reaction product. The product is: [Br:1][C:2]1[CH:7]=[CH:6][C:5]([C@@H:8]([NH:10][C:11]([C:13]2[CH:14]=[C:15]3[C:19](=[CH:20][CH:21]=2)[N:18]([CH2:22][C:23]2[CH:24]=[CH:25][C:26]([C:29]4([C:32]([OH:34])=[O:33])[CH2:31][CH2:30]4)=[CH:27][CH:28]=2)[N:17]=[C:16]3[CH3:36])=[O:12])[CH3:9])=[CH:4][CH:3]=1. (3) Given the reactants [F-:1].[K+].Cl[C:4]1[N:8]([CH2:9][CH3:10])[N:7]=[C:6]([C:11]([F:14])([F:13])[F:12])[C:5]=1[CH:15]=[O:16].O.C(OCC)(=O)C, predict the reaction product. The product is: [CH2:9]([N:8]1[C:4]([F:1])=[C:5]([CH:15]=[O:16])[C:6]([C:11]([F:14])([F:13])[F:12])=[N:7]1)[CH3:10]. (4) Given the reactants Br[C:2]1[CH:3]=[N:4][CH:5]=[C:6]2[C:11]=1[N:10]=[C:9]([C:12]([NH2:14])=[O:13])[CH:8]=[CH:7]2.[CH3:15][C:16]1[CH:21]=[C:20]([C:22]([F:25])([F:24])[F:23])[CH:19]=[CH:18][C:17]=1B(O)O, predict the reaction product. The product is: [CH3:15][C:16]1[CH:21]=[C:20]([C:22]([F:23])([F:24])[F:25])[CH:19]=[CH:18][C:17]=1[C:2]1[CH:3]=[N:4][CH:5]=[C:6]2[C:11]=1[N:10]=[C:9]([C:12]([NH2:14])=[O:13])[CH:8]=[CH:7]2. (5) The product is: [CH3:40][C:41]([CH3:61])([CH3:60])[C@H:42]([N:46]1[CH2:50][CH2:49][N:48]([CH2:51][C:52]2[CH:53]=[N:54][C:55]([CH3:58])=[CH:56][CH:57]=2)[C:47]1=[O:59])[C:43]([NH:1][C@@H:2]([CH2:33][C:34]1[CH:35]=[CH:36][CH:37]=[CH:38][CH:39]=1)[C@@H:3]([OH:32])[CH2:4][C@@H:5]([NH:19][C:20]([C@@H:22]([NH:27][C:28](=[O:31])[O:29][CH3:30])[C:23]([CH3:26])([CH3:25])[CH3:24])=[O:21])[CH2:6][C:7]1[CH:12]=[CH:11][C:10]([C:13]2[CH:18]=[CH:17][CH:16]=[CH:15][N:14]=2)=[CH:9][CH:8]=1)=[O:44]. Given the reactants [NH2:1][C@@H:2]([CH2:33][C:34]1[CH:39]=[CH:38][CH:37]=[CH:36][CH:35]=1)[C@@H:3]([OH:32])[CH2:4][C@@H:5]([NH:19][C:20]([C@@H:22]([NH:27][C:28](=[O:31])[O:29][CH3:30])[C:23]([CH3:26])([CH3:25])[CH3:24])=[O:21])[CH2:6][C:7]1[CH:12]=[CH:11][C:10]([C:13]2[CH:18]=[CH:17][CH:16]=[CH:15][N:14]=2)=[CH:9][CH:8]=1.[CH3:40][C:41]([CH3:61])([CH3:60])[C@H:42]([N:46]1[CH2:50][CH2:49][N:48]([CH2:51][C:52]2[CH:53]=[N:54][C:55]([CH3:58])=[CH:56][CH:57]=2)[C:47]1=[O:59])[C:43](O)=[O:44].CCOP(ON1N=NC2C=CC=CC=2C1=O)(OCC)=O.C(N(CC)C(C)C)(C)C, predict the reaction product. (6) The product is: [CH3:11][O:12][C:13]1[CH:20]=[CH:19][C:16]([CH2:17][NH:18][C:4](=[O:6])[C:3]2[CH:7]=[CH:8][CH:9]=[N:10][C:2]=2[NH2:1])=[CH:15][CH:14]=1. Given the reactants [NH2:1][C:2]1[N:10]=[CH:9][CH:8]=[CH:7][C:3]=1[C:4]([OH:6])=O.[CH3:11][O:12][C:13]1[CH:20]=[CH:19][C:16]([CH2:17][NH2:18])=[CH:15][CH:14]=1.CCN=C=NCCCN(C)C.N1C=CC=CC=1, predict the reaction product.